Dataset: Forward reaction prediction with 1.9M reactions from USPTO patents (1976-2016). Task: Predict the product of the given reaction. Given the reactants [N+:1]([C:4]1[CH:5]=[C:6]([CH:8]=[CH:9][CH:10]=1)[NH2:7])([O-:3])=[O:2].[CH2:11]([O:13][C:14](=[O:28])[CH:15]([CH2:19][C:20](=O)[C:21]1[CH:26]=[CH:25][CH:24]=[CH:23][CH:22]=1)[C:16](=O)[CH3:17])[CH3:12].CC1C=CC(S(O)(=O)=O)=CC=1, predict the reaction product. The product is: [CH2:11]([O:13][C:14]([C:15]1[CH:19]=[C:20]([C:21]2[CH:22]=[CH:23][CH:24]=[CH:25][CH:26]=2)[N:7]([C:6]2[CH:8]=[CH:9][CH:10]=[C:4]([N+:1]([O-:3])=[O:2])[CH:5]=2)[C:16]=1[CH3:17])=[O:28])[CH3:12].